The task is: Binary Classification. Given a T-cell receptor sequence (or CDR3 region) and an epitope sequence, predict whether binding occurs between them.. This data is from TCR-epitope binding with 47,182 pairs between 192 epitopes and 23,139 TCRs. (1) The epitope is FLPRVFSAV. The TCR CDR3 sequence is CASSYSTSGYEQYF. Result: 1 (the TCR binds to the epitope). (2) The epitope is AVFDRKSDAK. The TCR CDR3 sequence is CSASGLAVNEQFF. Result: 1 (the TCR binds to the epitope). (3) The epitope is MLNIPSINV. The TCR CDR3 sequence is CASSQTDRGGYNEQFF. Result: 0 (the TCR does not bind to the epitope).